From a dataset of NCI-60 drug combinations with 297,098 pairs across 59 cell lines. Regression. Given two drug SMILES strings and cell line genomic features, predict the synergy score measuring deviation from expected non-interaction effect. (1) Drug 1: CN1C(=O)N2C=NC(=C2N=N1)C(=O)N. Drug 2: C1=NC2=C(N=C(N=C2N1C3C(C(C(O3)CO)O)F)Cl)N. Cell line: RXF 393. Synergy scores: CSS=-5.00, Synergy_ZIP=2.28, Synergy_Bliss=0.265, Synergy_Loewe=-4.70, Synergy_HSA=-4.70. (2) Drug 1: C1C(C(OC1N2C=NC3=C(N=C(N=C32)Cl)N)CO)O. Drug 2: CN(C(=O)NC(C=O)C(C(C(CO)O)O)O)N=O. Synergy scores: CSS=-0.761, Synergy_ZIP=-0.808, Synergy_Bliss=-1.61, Synergy_Loewe=-9.50, Synergy_HSA=-3.18. Cell line: OVCAR-4. (3) Drug 1: C1=NC2=C(N=C(N=C2N1C3C(C(C(O3)CO)O)F)Cl)N. Drug 2: C1CCC(C(C1)N)N.C(=O)(C(=O)[O-])[O-].[Pt+4]. Cell line: MALME-3M. Synergy scores: CSS=14.2, Synergy_ZIP=-0.393, Synergy_Bliss=1.18, Synergy_Loewe=-2.21, Synergy_HSA=-1.31. (4) Synergy scores: CSS=39.2, Synergy_ZIP=1.44, Synergy_Bliss=6.15, Synergy_Loewe=3.68, Synergy_HSA=7.65. Drug 2: CC1OCC2C(O1)C(C(C(O2)OC3C4COC(=O)C4C(C5=CC6=C(C=C35)OCO6)C7=CC(=C(C(=C7)OC)O)OC)O)O. Drug 1: CN1CCC(CC1)COC2=C(C=C3C(=C2)N=CN=C3NC4=C(C=C(C=C4)Br)F)OC. Cell line: HCC-2998. (5) Drug 1: CC1C(C(=O)NC(C(=O)N2CCCC2C(=O)N(CC(=O)N(C(C(=O)O1)C(C)C)C)C)C(C)C)NC(=O)C3=C4C(=C(C=C3)C)OC5=C(C(=O)C(=C(C5=N4)C(=O)NC6C(OC(=O)C(N(C(=O)CN(C(=O)C7CCCN7C(=O)C(NC6=O)C(C)C)C)C)C(C)C)C)N)C. Drug 2: CCC1(CC2CC(C3=C(CCN(C2)C1)C4=CC=CC=C4N3)(C5=C(C=C6C(=C5)C78CCN9C7C(C=CC9)(C(C(C8N6C=O)(C(=O)OC)O)OC(=O)C)CC)OC)C(=O)OC)O.OS(=O)(=O)O. Cell line: SNB-75. Synergy scores: CSS=16.0, Synergy_ZIP=-3.71, Synergy_Bliss=2.60, Synergy_Loewe=-2.51, Synergy_HSA=1.66. (6) Drug 1: C1C(C(OC1N2C=C(C(=O)NC2=O)F)CO)O. Drug 2: C1=NC2=C(N=C(N=C2N1C3C(C(C(O3)CO)O)O)F)N. Cell line: SR. Synergy scores: CSS=62.3, Synergy_ZIP=-1.35, Synergy_Bliss=-2.08, Synergy_Loewe=-25.7, Synergy_HSA=1.65. (7) Drug 1: C1CC(C1)(C(=O)O)C(=O)O.[NH2-].[NH2-].[Pt+2]. Drug 2: CC1C(C(CC(O1)OC2CC(OC(C2O)C)OC3=CC4=CC5=C(C(=O)C(C(C5)C(C(=O)C(C(C)O)O)OC)OC6CC(C(C(O6)C)O)OC7CC(C(C(O7)C)O)OC8CC(C(C(O8)C)O)(C)O)C(=C4C(=C3C)O)O)O)O. Cell line: OVCAR-5. Synergy scores: CSS=20.7, Synergy_ZIP=0.379, Synergy_Bliss=0.403, Synergy_Loewe=-44.6, Synergy_HSA=-1.17.